This data is from TCR-epitope binding with 47,182 pairs between 192 epitopes and 23,139 TCRs. The task is: Binary Classification. Given a T-cell receptor sequence (or CDR3 region) and an epitope sequence, predict whether binding occurs between them. (1) The epitope is ILKEPVHGV. The TCR CDR3 sequence is CASSGRWEQYF. Result: 0 (the TCR does not bind to the epitope). (2) The epitope is WICLLQFAY. The TCR CDR3 sequence is CSVWTSTKNIQYF. Result: 1 (the TCR binds to the epitope). (3) The epitope is ILKEPVHGV. The TCR CDR3 sequence is CASSLRDEQYF. Result: 1 (the TCR binds to the epitope). (4) The epitope is PROT_97E67BCC. The TCR CDR3 sequence is CASRRRTSASSDEQYF. Result: 1 (the TCR binds to the epitope). (5) The epitope is LLFGYPVYV. The TCR CDR3 sequence is CASSEIDPGYVKNIQYF. Result: 0 (the TCR does not bind to the epitope). (6) The epitope is KPLEFGATSAAL. The TCR CDR3 sequence is CASTLRQGLTGGTEAFF. Result: 1 (the TCR binds to the epitope). (7) The TCR CDR3 sequence is CASSLAEYNEQFF. Result: 1 (the TCR binds to the epitope). The epitope is HLVDFQVTI.